Dataset: Retrosynthesis with 50K atom-mapped reactions and 10 reaction types from USPTO. Task: Predict the reactants needed to synthesize the given product. (1) Given the product COc1cc(C)c(Br)c(CBr)n1, predict the reactants needed to synthesize it. The reactants are: COc1cc(C)c(Br)c(C)n1.O=C1CCC(=O)N1Br. (2) Given the product [N-]=[N+]=Nc1cccc(-c2nn3c(NC4CCCC4)cccc3c2-c2ccnc(NC3CCCC3)n2)c1, predict the reactants needed to synthesize it. The reactants are: Nc1cccc(-c2nn3c(NC4CCCC4)cccc3c2-c2ccnc(NC3CCCC3)n2)c1.[N-]=[N+]=[N-]. (3) Given the product NC(=O)C1CNCC(c2ccc(C(F)(F)F)cc2)C1, predict the reactants needed to synthesize it. The reactants are: NC(=O)c1cncc(-c2ccc(C(F)(F)F)cc2)c1. (4) Given the product CS(=O)(=O)OCC(C(=O)N1CCC(=C2c3ccc(Cl)cc3CCc3cccnc32)CC1)c1ccccc1, predict the reactants needed to synthesize it. The reactants are: CS(=O)(=O)Cl.O=C(C(CO)c1ccccc1)N1CCC(=C2c3ccc(Cl)cc3CCc3cccnc32)CC1. (5) The reactants are: CCOP(OCC)OCC.FC(F)(F)Oc1ccccc1CBr. Given the product CCOP(=O)(Cc1ccccc1OC(F)(F)F)OCC, predict the reactants needed to synthesize it. (6) Given the product CCC(c1ccc(Cl)c2nc3n(c12)CCCN3c1ccc(Cl)cc1Cl)N(C)C(C)=O, predict the reactants needed to synthesize it. The reactants are: CCC(NC(C)=O)c1ccc(Cl)c2nc3n(c12)CCCN3c1ccc(Cl)cc1Cl.CI.